This data is from Full USPTO retrosynthesis dataset with 1.9M reactions from patents (1976-2016). The task is: Predict the reactants needed to synthesize the given product. (1) The reactants are: Br[C:2]1[CH:3]=[C:4]2[C:9](=[CH:10][CH:11]=1)[C:8](=[O:12])[NH:7][N:6]=[C:5]2[Cl:13].Cl.[O:15]1[CH2:21][CH2:20][CH2:19][O:18][C:17]2[C:22](NC)=[CH:23][CH:24]=[CH:25][C:16]1=2.C1C=CC(P(C2C(C3C(P(C4C=CC=CC=4)C4C=CC=CC=4)=CC=C4C=3C=CC=C4)=C3C(C=CC=C3)=CC=2)C2C=CC=CC=2)=CC=1.CC([O-])(C)C.[Na+].C[C:81]([N:83](C)C)=O. Given the product [Cl:13][C:5]1[C:4]2[C:9](=[CH:10][CH:11]=[C:2]([NH:83][CH2:81][C:22]3[C:17]4[O:18][CH2:19][CH2:20][CH2:21][O:15][C:16]=4[CH:25]=[CH:24][CH:23]=3)[CH:3]=2)[C:8](=[O:12])[NH:7][N:6]=1, predict the reactants needed to synthesize it. (2) Given the product [C:45]1([CH2:51][O:52][C:53]([C:55]2([NH:61][C:30]([C:29]3[CH:33]=[CH:34][C:26]([C:24]4[N:25]=[C:21]([N:18]5[CH2:17][CH2:16][N:15]([CH3:14])[CH2:20][CH2:19]5)[S:22][CH:23]=4)=[CH:27][CH:28]=3)=[O:31])[CH2:56][CH2:57][CH2:58][CH2:59][CH2:60]2)=[O:54])[CH:46]=[CH:47][CH:48]=[CH:49][CH:50]=1, predict the reactants needed to synthesize it. The reactants are: Cl.C(N=C=NCCCN(C)C)C.Br.[CH3:14][N:15]1[CH2:20][CH2:19][N:18]([C:21]2[S:22][CH:23]=[C:24]([C:26]3[CH:34]=[CH:33][C:29]([C:30](O)=[O:31])=[CH:28][CH:27]=3)[N:25]=2)[CH2:17][CH2:16]1.ON1C2C=CC=CC=2N=N1.[C:45]1([CH2:51][O:52][C:53]([C:55]2([NH2:61])[CH2:60][CH2:59][CH2:58][CH2:57][CH2:56]2)=[O:54])[CH:50]=[CH:49][CH:48]=[CH:47][CH:46]=1.C(N(CC)C(C)C)(C)C.